This data is from Catalyst prediction with 721,799 reactions and 888 catalyst types from USPTO. The task is: Predict which catalyst facilitates the given reaction. (1) Reactant: [C:1]([O:5][C:6](=[O:21])[N:7]([CH2:10][CH2:11][C:12]1[CH:17]=[CH:16][C:15]([Cl:18])=[C:14]([CH:19]=O)[CH:13]=1)[CH2:8][CH3:9])([CH3:4])([CH3:3])[CH3:2].CCN(CC)CC.[CH:29]1([NH2:32])[CH2:31][CH2:30]1.[BH4-].[Na+].C([O-])(O)=O.[Na+]. Product: [C:1]([O:5][C:6](=[O:21])[N:7]([CH2:10][CH2:11][C:12]1[CH:17]=[CH:16][C:15]([Cl:18])=[C:14]([CH2:19][NH:32][CH:29]2[CH2:31][CH2:30]2)[CH:13]=1)[CH2:8][CH3:9])([CH3:4])([CH3:3])[CH3:2]. The catalyst class is: 5. (2) Reactant: C(OC([N:8]1[CH:12]=[C:11]([C:13]2[CH:18]=[C:17]([Cl:19])[CH:16]=[CH:15][C:14]=2[OH:20])[CH:10]=[N:9]1)=O)(C)(C)C.[C:21]([C:23]1[CH:24]=[C:25]([S:30]([NH:33][C:34]2[S:35][CH:36]=[CH:37][N:38]=2)(=[O:32])=[O:31])[CH:26]=[CH:27][C:28]=1F)#[N:22].C(=O)([O-])[O-].[K+].[K+].Cl. Product: [Cl:19][C:17]1[CH:16]=[CH:15][C:14]([O:20][C:28]2[CH:27]=[CH:26][C:25]([S:30]([NH:33][C:34]3[S:35][CH:36]=[CH:37][N:38]=3)(=[O:31])=[O:32])=[CH:24][C:23]=2[C:21]#[N:22])=[C:13]([C:11]2[CH:12]=[N:8][NH:9][CH:10]=2)[CH:18]=1. The catalyst class is: 16. (3) Reactant: [CH3:1][CH:2](C)[C:3]([O:8][C:9]1[CH:14]=[CH:13][C:12]([O:15]CC2C=CC=CC=2)=[CH:11][CH:10]=1)([CH3:7])[C:4]([O-:6])=[O:5].[CH3:24]O. Product: [OH:15][C:12]1[CH:13]=[CH:14][C:9]([O:8][C:3]([CH3:7])([CH2:2][CH3:1])[C:4]([O:6][CH3:24])=[O:5])=[CH:10][CH:11]=1. The catalyst class is: 45. (4) Reactant: [CH3:1][C:2]1[CH:12]=[CH:11][CH:10]=[CH:9][C:3]=1[CH:4]=[CH:5][C:6](O)=[O:7].C1(P([N:27]=[N+:28]=[N-:29])(C2C=CC=CC=2)=O)C=CC=CC=1.N#N. Product: [CH3:1][C:2]1[CH:12]=[CH:11][CH:10]=[CH:9][C:3]=1[CH:4]=[CH:5][C:6]([N:27]=[N+:28]=[N-:29])=[O:7]. The catalyst class is: 1. (5) Reactant: Cl[C:2]1[CH2:6][CH:5]([C:7]2[CH:12]=[CH:11][CH:10]=[CH:9][CH:8]=2)[O:4][N:3]=1.[I-].NC([S:17][CH2:18][C:19]1[N:20]=[C:21]([CH:24]2[CH2:29][CH2:28][N:27]([C:30]([O:32][C:33]([CH3:36])([CH3:35])[CH3:34])=[O:31])[CH2:26][CH2:25]2)[S:22][CH:23]=1)=[NH2+].[OH-].[Na+].C1(C)C=CC=CC=1. Product: [C:7]1([CH:5]2[O:4][N:3]=[C:2]([S:17][CH2:18][C:19]3[N:20]=[C:21]([CH:24]4[CH2:25][CH2:26][N:27]([C:30]([O:32][C:33]([CH3:36])([CH3:35])[CH3:34])=[O:31])[CH2:28][CH2:29]4)[S:22][CH:23]=3)[CH2:6]2)[CH:12]=[CH:11][CH:10]=[CH:9][CH:8]=1. The catalyst class is: 568. (6) Reactant: [CH:1]1([C:4]2[CH:13]=[C:12]3[C:7]([C:8]([CH3:21])=[CH:9][C:10](=[O:20])[N:11]3[CH2:14][CH:15]3OCC[O:16]3)=[CH:6][CH:5]=2)[CH2:3][CH2:2]1.FC(F)(F)C(O)=O.C(OCC)(=O)C.C(=O)([O-])O.[Na+]. Product: [CH:1]1([C:4]2[CH:13]=[C:12]3[C:7]([C:8]([CH3:21])=[CH:9][C:10](=[O:20])[N:11]3[CH2:14][CH:15]=[O:16])=[CH:6][CH:5]=2)[CH2:2][CH2:3]1. The catalyst class is: 6. (7) Reactant: C([O:5][C:6]([CH:8]1[CH:12]([C:13]2[CH:18]=[CH:17][CH:16]=[C:15]([Cl:19])[C:14]=2[F:20])[C:11]([C:23]2[CH:28]=[CH:27][C:26]([Cl:29])=[CH:25][C:24]=2[F:30])([C:21]#[N:22])[CH:10]([CH2:31][C:32]([CH3:43])([CH3:42])[CH2:33][O:34][Si](C(C)(C)C)(C)C)[NH:9]1)=[O:7])(C)(C)C.[F:44][C:45]([F:50])([F:49])[C:46]([OH:48])=[O:47]. Product: [F:44][C:45]([F:50])([F:49])[C:46]([OH:48])=[O:47].[Cl:19][C:15]1[C:14]([F:20])=[C:13]([CH:12]2[C:11]([C:23]3[CH:28]=[CH:27][C:26]([Cl:29])=[CH:25][C:24]=3[F:30])([C:21]#[N:22])[CH:10]([CH2:31][C:32]([CH3:42])([CH3:43])[CH2:33][O:34][CH3:45])[NH:9][CH:8]2[C:6]([OH:5])=[O:7])[CH:18]=[CH:17][CH:16]=1. The catalyst class is: 4. (8) Reactant: C([N:8]1[CH2:13][CH2:12][N:11]([C:14]2[CH:21]=[CH:20][C:17]([C:18]#[N:19])=[C:16]([Cl:22])[CH:15]=2)[C:10]([CH3:24])([CH3:23])[CH2:9]1)C1C=CC=CC=1.ClC(OC(Cl)C)=O. Product: [Cl:22][C:16]1[CH:15]=[C:14]([N:11]2[CH2:12][CH2:13][NH:8][CH2:9][C:10]2([CH3:24])[CH3:23])[CH:21]=[CH:20][C:17]=1[C:18]#[N:19]. The catalyst class is: 26. (9) Reactant: [BH4-].[Na+].[Cl:3][C:4]1[CH:9]=[CH:8][C:7]([NH:10][C:11]([C:13]2([C:28]#[N:29])[CH2:18][CH2:17][N:16]([C:19]3[C:20]4[CH:27]=[CH:26][NH:25][C:21]=4[N:22]=[CH:23][N:24]=3)[CH2:15][CH2:14]2)=[O:12])=[CH:6][CH:5]=1. Product: [Cl:3][C:4]1[CH:9]=[CH:8][C:7]([NH:10][C:11]([C:13]2([CH2:28][NH2:29])[CH2:18][CH2:17][N:16]([C:19]3[C:20]4[CH:27]=[CH:26][NH:25][C:21]=4[N:22]=[CH:23][N:24]=3)[CH2:15][CH2:14]2)=[O:12])=[CH:6][CH:5]=1. The catalyst class is: 240. (10) Reactant: [CH3:1][O:2][C:3]1[CH:8]=[CH:7][C:6]([C:9]2[C:10]3[O:17][C:16](/[CH:18]=[C:19]4/[C:20](=[O:26])[N:21]=[C:22](SC)[S:23]/4)=[CH:15][C:11]=3[CH:12]=[N:13][CH:14]=2)=[CH:5][CH:4]=1.C(N(C(C)C)CC)(C)C.[CH2:36]([NH2:43])[C:37]1[CH:42]=[CH:41][CH:40]=[CH:39][CH:38]=1. Product: [CH2:36]([NH:43][C:22]1[S:23]/[C:19](=[CH:18]\[C:16]2[O:17][C:10]3[C:9]([C:6]4[CH:5]=[CH:4][C:3]([O:2][CH3:1])=[CH:8][CH:7]=4)=[CH:14][N:13]=[CH:12][C:11]=3[CH:15]=2)/[C:20](=[O:26])[N:21]=1)[C:37]1[CH:42]=[CH:41][CH:40]=[CH:39][CH:38]=1. The catalyst class is: 10.